From a dataset of Peptide-MHC class I binding affinity with 185,985 pairs from IEDB/IMGT. Regression. Given a peptide amino acid sequence and an MHC pseudo amino acid sequence, predict their binding affinity value. This is MHC class I binding data. The peptide sequence is CRTSIVGRAW. The binding affinity (normalized) is 0.630. The MHC is Mamu-B17 with pseudo-sequence Mamu-B17.